From a dataset of Reaction yield outcomes from USPTO patents with 853,638 reactions. Predict the reaction yield, written as a fraction of the theoretical maximum amount of product (1.0 means a 100% yield; for example, 0.34 means a 34% yield). The reactants are [Br:1][C:2]1[CH:3]=[C:4]2[C:8](=[CH:9][CH:10]=1)[CH:7](Cl)[CH2:6][CH2:5]2.[CH3:12][NH:13][CH3:14]. The catalyst is C1(C)C=CC=CC=1. The product is [Br:1][C:2]1[CH:3]=[C:4]2[C:8](=[CH:9][CH:10]=1)[CH:7]([N:13]([CH3:14])[CH3:12])[CH2:6][CH2:5]2. The yield is 0.530.